This data is from Full USPTO retrosynthesis dataset with 1.9M reactions from patents (1976-2016). The task is: Predict the reactants needed to synthesize the given product. (1) The reactants are: [F:1][C:2]([F:16])([F:15])/[CH:3]=[CH:4]/[C:5]1[CH:13]=[CH:12][C:8]([C:9]([OH:11])=O)=[C:7]([CH3:14])[CH:6]=1.Cl.CN(C)CCCN=C=NCC.O.ON1C2C=CC=CC=2N=N1.[CH3:40][S:41]([N:44]1[C:52]2[C:47](=[CH:48][CH:49]=[C:50]([NH2:53])[CH:51]=2)[CH2:46][CH2:45]1)(=[O:43])=[O:42]. Given the product [CH3:40][S:41]([N:44]1[C:52]2[C:47](=[CH:48][CH:49]=[C:50]([NH:53][C:9](=[O:11])[C:8]3[CH:12]=[CH:13][C:5](/[CH:4]=[CH:3]/[C:2]([F:1])([F:16])[F:15])=[CH:6][C:7]=3[CH3:14])[CH:51]=2)[CH2:46][CH2:45]1)(=[O:43])=[O:42], predict the reactants needed to synthesize it. (2) Given the product [CH3:25][O:24][C:21]1[CH:22]=[CH:23][C:18]([C@H:16]([N:14]2[CH2:15][C@H:11]([C@H:9]([O:8][C:6]3[C:5]4[N:27]([CH3:30])[CH:28]=[N:29][C:4]=4[CH:3]=[C:2]([C:44]4[CH:45]=[CH:46][C:41]([N:38]5[CH2:37][CH2:36][N:35]([CH:33]6[CH2:32][O:31][CH2:34]6)[CH2:40][CH2:39]5)=[CH:42][N:43]=4)[N:7]=3)[CH3:10])[CH2:12][C:13]2=[O:26])[CH3:17])=[CH:19][CH:20]=1, predict the reactants needed to synthesize it. The reactants are: Cl[C:2]1[N:7]=[C:6]([O:8][C@@H:9]([C@H:11]2[CH2:15][N:14]([C@@H:16]([C:18]3[CH:23]=[CH:22][C:21]([O:24][CH3:25])=[CH:20][CH:19]=3)[CH3:17])[C:13](=[O:26])[CH2:12]2)[CH3:10])[C:5]2[N:27]([CH3:30])[CH:28]=[N:29][C:4]=2[CH:3]=1.[O:31]1[CH2:34][CH:33]([N:35]2[CH2:40][CH2:39][N:38]([C:41]3[CH:42]=[N:43][C:44]([Sn](CCCC)(CCCC)CCCC)=[CH:45][CH:46]=3)[CH2:37][CH2:36]2)[CH2:32]1.[F-].[K+]. (3) Given the product [Br:12][C:13]1[CH:18]=[CH:17][C:16]([C:19](=[O:28])[CH2:20][CH2:21][CH:22]2[O:23][CH2:24][CH2:25][CH2:26][O:27]2)=[CH:15][CH:14]=1, predict the reactants needed to synthesize it. The reactants are: C1C=C[NH+]=CC=1.[O-][Cr](Cl)(=O)=O.[Br:12][C:13]1[CH:18]=[CH:17][C:16]([CH:19]([OH:28])[CH2:20][CH2:21][CH:22]2[O:27][CH2:26][CH2:25][CH2:24][O:23]2)=[CH:15][CH:14]=1.